This data is from Reaction yield outcomes from USPTO patents with 853,638 reactions. The task is: Predict the reaction yield, written as a fraction of the theoretical maximum amount of product (1.0 means a 100% yield; for example, 0.34 means a 34% yield). (1) The reactants are [N:1]1([C:7](OC(C)(C)C)=O)[CH2:6][CH2:5][NH:4][CH2:3][CH2:2]1.[C:14]([N:17]1[C:26]2[C:21](=[CH:22][C:23]([C:27]3[S:28][C:29](C=O)=[CH:30][N:31]=3)=[CH:24][CH:25]=2)[C@H:20]([NH:34][C:35](=[O:40])[O:36][CH:37]([CH3:39])[CH3:38])[CH2:19][C@@H:18]1[CH3:41])(=[O:16])[CH3:15].C(O[BH-](OC(=O)C)OC(=O)C)(=O)C.[Na+].C([O-])(O)=O.[Na+].C(O)(C(F)(F)F)=O. The catalyst is ClCCl. The product is [C:14]([N:17]1[C:26]2[C:21](=[CH:22][C:23]([C:27]3[S:28][C:29]([CH2:7][N:1]4[CH2:2][CH2:3][NH:4][CH2:5][CH2:6]4)=[CH:30][N:31]=3)=[CH:24][CH:25]=2)[C@H:20]([NH:34][C:35](=[O:40])[O:36][CH:37]([CH3:38])[CH3:39])[CH2:19][C@@H:18]1[CH3:41])(=[O:16])[CH3:15]. The yield is 0.573. (2) The reactants are [CH:1]1([C:6]2[CH:11]=[CH:10][C:9]([N+:12]([O-])=O)=[CH:8][CH:7]=2)[CH2:5][CH2:4][CH2:3][CH2:2]1.C1(C2C=CC=CC=2[N+]([O-])=O)CCCC1.[C:29](OC(=O)C)(=[O:31])[CH3:30]. The catalyst is CO.[Pd]. The product is [CH:1]1([C:6]2[CH:11]=[CH:10][C:9]([NH:12][C:29](=[O:31])[CH3:30])=[CH:8][CH:7]=2)[CH2:5][CH2:4][CH2:3][CH2:2]1. The yield is 0.540.